From a dataset of Catalyst prediction with 721,799 reactions and 888 catalyst types from USPTO. Predict which catalyst facilitates the given reaction. (1) Reactant: [CH3:1][O:2][C:3](=[O:30])[CH2:4][CH2:5][C:6]1[CH:11]=[CH:10][C:9]([O:12][CH2:13][CH:14]([C:16]2[N:17]=[C:18]([C:22]3[CH:27]=[CH:26][C:25](Br)=[CH:24][CH:23]=3)[O:19][C:20]=2[CH3:21])[CH3:15])=[CH:8][C:7]=1[CH3:29].C([Sn](CCCC)(CCCC)[C:36]1[CH:41]=[CH:40][CH:39]=[CH:38][N:37]=1)CCC. Product: [CH3:1][O:2][C:3](=[O:30])[CH2:4][CH2:5][C:6]1[CH:11]=[CH:10][C:9]([O:12][CH2:13][CH:14]([C:16]2[N:17]=[C:18]([C:22]3[CH:27]=[CH:26][C:25]([C:36]4[CH:41]=[CH:40][CH:39]=[CH:38][N:37]=4)=[CH:24][CH:23]=3)[O:19][C:20]=2[CH3:21])[CH3:15])=[CH:8][C:7]=1[CH3:29]. The catalyst class is: 11. (2) Reactant: [CH3:1][C:2]1[C:6]([C:7]2[CH:16]=[C:15]3[C:10]([C:11]([NH:18][CH2:19][C:20]4[CH:25]=[CH:24][CH:23]=[CH:22][N:21]=4)=[C:12]([NH2:17])[CH:13]=[N:14]3)=[CH:9][C:8]=2[O:26][CH3:27])=[C:5]([CH3:28])[O:4][N:3]=1.[O:29]1[CH2:34][CH2:33][CH:32]([C:35](Cl)=O)[CH2:31][CH2:30]1.C(=O)([O-])O.[Na+]. Product: [CH3:1][C:2]1[C:6]([C:7]2[C:8]([O:26][CH3:27])=[CH:9][C:10]3[C:11]4[N:18]([CH2:19][C:20]5[CH:25]=[CH:24][CH:23]=[CH:22][N:21]=5)[C:35]([CH:32]5[CH2:33][CH2:34][O:29][CH2:30][CH2:31]5)=[N:17][C:12]=4[CH:13]=[N:14][C:15]=3[CH:16]=2)=[C:5]([CH3:28])[O:4][N:3]=1. The catalyst class is: 2. (3) Reactant: [CH2:1]([C:3]1[CH:8]=[CH:7][CH:6]=[C:5]([CH2:9][CH3:10])[C:4]=1[C:11]1[N:16]=[CH:15][C:14]([CH:17]([OH:21])[CH2:18][CH2:19][CH3:20])=[C:13]([O:22][CH2:23][CH3:24])[CH:12]=1)[CH3:2].[CH2:25]([O:27][C:28]1[CH:29]=[C:30](O)[CH:31]=[CH:32][CH:33]=1)[CH3:26].C1(P(C2C=CC=CC=2)C2C=CC=CC=2)C=CC=CC=1.CCOC(/N=N/C(OCC)=O)=O.[NH4+].[Cl-]. Product: [CH2:1]([C:3]1[CH:8]=[CH:7][CH:6]=[C:5]([CH2:9][CH3:10])[C:4]=1[C:11]1[CH:12]=[C:13]([O:22][CH2:23][CH3:24])[C:14]([CH:17]([O:21][C:32]2[CH:31]=[CH:30][CH:29]=[C:28]([O:27][CH2:25][CH3:26])[CH:33]=2)[CH2:18][CH2:19][CH3:20])=[CH:15][N:16]=1)[CH3:2]. The catalyst class is: 134. (4) Reactant: Cl[Si:2]([O:9][CH2:10][CH3:11])([O:6][CH2:7][CH3:8])[O:3][CH2:4][CH3:5].[C:12](=[C:15]([Li])[F:16])([F:14])[F:13]. Product: [F:16][C:15]([Si:2]([O:9][CH2:10][CH3:11])([O:6][CH2:7][CH3:8])[O:3][CH2:4][CH3:5])=[C:12]([F:14])[F:13]. The catalyst class is: 28.